From a dataset of M1 muscarinic receptor antagonist screen with 61,756 compounds. Binary Classification. Given a drug SMILES string, predict its activity (active/inactive) in a high-throughput screening assay against a specified biological target. (1) The result is 0 (inactive). The molecule is S(=O)(=O)(N(CC(=O)NC1CCCCCC1)CC)c1ccccc1. (2) The result is 0 (inactive). The compound is o1c(nc2c(c1=O)cccc2)c1cc2c(C(=O)N(C2=O)CC)cc1. (3) The compound is O=C(N(Cc1c2n(nnn2)c2c(c1)cc(cc2)C)Cc1ccccc1)N(C)C. The result is 0 (inactive).